From a dataset of Reaction yield outcomes from USPTO patents with 853,638 reactions. Predict the reaction yield, written as a fraction of the theoretical maximum amount of product (1.0 means a 100% yield; for example, 0.34 means a 34% yield). (1) The reactants are [OH:1][C@H:2]([CH2:8][C:9](=[O:11])[CH3:10])[CH2:3][C:4]([O:6][CH3:7])=[O:5].N1C=CN=C1.[Si:17](Cl)([C:20]([CH3:23])([CH3:22])[CH3:21])([CH3:19])[CH3:18]. The catalyst is CN(C=O)C. The product is [O:1]([C@H:2]([CH2:8][C:9](=[O:11])[CH3:10])[CH2:3][C:4]([O:6][CH3:7])=[O:5])[Si:17]([C:20]([CH3:23])([CH3:22])[CH3:21])([CH3:19])[CH3:18]. The yield is 0.660. (2) The reactants are C([O:3][C:4]([CH:6]1[CH2:10][CH2:9][CH2:8][CH:7]1[C:11]([N:13]1[CH2:18][CH2:17][N:16]([C:19]2[CH:24]=[CH:23][C:22]([NH:25][C:26]([C:28]3[N:29]=[C:30]([C:37]4[CH:42]=[CH:41][CH:40]=[CH:39][CH:38]=4)[O:31][C:32]=3[C:33]([F:36])([F:35])[F:34])=[O:27])=[CH:21][CH:20]=2)[CH2:15][CH2:14]1)=[O:12])=[O:5])C.[OH-].[Li+]. The catalyst is C(O)C.O. The product is [C:37]1([C:30]2[O:31][C:32]([C:33]([F:34])([F:35])[F:36])=[C:28]([C:26]([NH:25][C:22]3[CH:23]=[CH:24][C:19]([N:16]4[CH2:17][CH2:18][N:13]([C:11]([CH:7]5[CH2:8][CH2:9][CH2:10][CH:6]5[C:4]([OH:5])=[O:3])=[O:12])[CH2:14][CH2:15]4)=[CH:20][CH:21]=3)=[O:27])[N:29]=2)[CH:42]=[CH:41][CH:40]=[CH:39][CH:38]=1. The yield is 0.280. (3) The reactants are [OH:1][C@H:2]1[CH2:10][C:9]2[C:4](=[CH:5][C:6]([I:11])=[CH:7][CH:8]=2)[C@@H:3]1[NH:12][C:13](=[O:19])OC(C)(C)C.Cl.[OH-].[Na+].[F:23][C:24]1[CH:32]=[CH:31][C:27](C(Cl)=O)=[CH:26][CH:25]=1. The catalyst is O1CCOCC1. The product is [F:23][C:24]1[CH:32]=[CH:31][C:27]([C:13]([NH:12][C@H:3]2[C:4]3[C:9](=[CH:8][CH:7]=[C:6]([I:11])[CH:5]=3)[CH2:10][C@@H:2]2[OH:1])=[O:19])=[CH:26][CH:25]=1. The yield is 0.910. (4) The reactants are Cl[C:2]1[N:3]=[C:4]([N:20]2[CH2:25][CH2:24][O:23][CH2:22][CH2:21]2)[C:5]2[S:10][C:9]([CH2:11][N:12]([CH3:19])[C:13](=[O:18])[CH2:14][N:15]([CH3:17])[CH3:16])=[CH:8][C:6]=2[N:7]=1.CC1(C)C(C)(C)OB([C:34]2[CH:35]=[N:36][C:37]([NH2:40])=[N:38][CH:39]=2)O1. No catalyst specified. The product is [NH2:40][C:37]1[N:38]=[CH:39][C:34]([C:2]2[N:3]=[C:4]([N:20]3[CH2:25][CH2:24][O:23][CH2:22][CH2:21]3)[C:5]3[S:10][C:9]([CH2:11][N:12]([CH3:19])[C:13](=[O:18])[CH2:14][N:15]([CH3:17])[CH3:16])=[CH:8][C:6]=3[N:7]=2)=[CH:35][N:36]=1. The yield is 0.240. (5) The reactants are [C@@H:1]([N:5]1[C:13]2[CH:12]=[C:11]([Cl:14])[N:10]=[CH:9][C:8]=2[C:7](I)=[N:6]1)([CH2:3][CH3:4])[CH3:2].C(O)(=O)C(O)=O.[CH2:22]1[C:25]2([CH2:28][NH:27][CH2:26]2)[CH2:24][O:23]1.C1(P(C2C=CC=CC=2)C2C3OC4C(=CC=CC=4P(C4C=CC=CC=4)C4C=CC=CC=4)C(C)(C)C=3C=CC=2)C=CC=CC=1.C(=O)([O-])[O-].[Cs+].[Cs+]. The catalyst is C1C=CC(/C=C/C(/C=C/C2C=CC=CC=2)=O)=CC=1.C1C=CC(/C=C/C(/C=C/C2C=CC=CC=2)=O)=CC=1.C1C=CC(/C=C/C(/C=C/C2C=CC=CC=2)=O)=CC=1.[Pd].[Pd].O1CCOCC1. The product is [C@@H:1]([N:5]1[C:13]2[CH:12]=[C:11]([Cl:14])[N:10]=[CH:9][C:8]=2[C:7]([N:27]2[CH2:28][C:25]3([CH2:22][O:23][CH2:24]3)[CH2:26]2)=[N:6]1)([CH2:3][CH3:4])[CH3:2]. The yield is 0.730. (6) The reactants are [CH3:1][C:2]1[CH:7]=[CH:6][C:5]([S:8]([NH:11][C:12]2[CH:13]=[CH:14][CH:15]=[C:16]3[C:20]=2[NH:19][C:18]([C:21]([OH:23])=O)=[CH:17]3)(=[O:10])=[O:9])=[CH:4][CH:3]=1.[NH2:24][C:25]1[CH:30]=[CH:29][CH:28]=[CH:27][CH:26]=1.C(N(C(C)C)C(C)C)C.CN(C(ON1N=NC2C=CC=NC1=2)=[N+](C)C)C.F[P-](F)(F)(F)(F)F. The catalyst is C(OCC)(=O)C.CN(C)C=O. The product is [CH3:1][C:2]1[CH:3]=[CH:4][C:5]([S:8]([NH:11][C:12]2[CH:13]=[CH:14][CH:15]=[C:16]3[C:20]=2[NH:19][C:18]([C:21]([NH:24][C:25]2[CH:30]=[CH:29][CH:28]=[CH:27][CH:26]=2)=[O:23])=[CH:17]3)(=[O:9])=[O:10])=[CH:6][CH:7]=1. The yield is 0.550. (7) The reactants are [Cl:1][C:2]1[CH:3]=[CH:4][C:5]([I:11])=[C:6]([CH:10]=1)[C:7](O)=[O:8].S(Cl)(Cl)=O.ClC1C=CC(I)=C(C=1)[C:22](Cl)=[O:23].[N:27]1C=CC=C[CH:28]=1. The catalyst is C(Cl)Cl.CN(C=O)C. The product is [Cl:1][C:2]1[CH:3]=[CH:4][C:5]([I:11])=[C:6]([CH:10]=1)[C:7]([N:27]([O:23][CH3:22])[CH3:28])=[O:8]. The yield is 0.950.